Dataset: Forward reaction prediction with 1.9M reactions from USPTO patents (1976-2016). Task: Predict the product of the given reaction. Given the reactants [S:1]1[CH:5]=[CH:4][C:3]([CH:6]=[O:7])=[C:2]1[CH:8]=[O:9].[CH2:10]([OH:13])[CH2:11][OH:12].C([Li])CCC.Br[CH2:20][CH2:21][CH2:22][CH2:23][CH:24]=[CH2:25].C1C[O:29][CH2:28][CH2:27]1, predict the reaction product. The product is: [CH:20]([C:5]1[S:1][C:2]([CH:8]=[O:9])=[C:3]([CH:6]=[O:7])[CH:4]=1)=[CH:21][CH2:22][CH2:23][CH2:24][CH3:25].[O:12]1[CH2:11][CH2:10][O:13][CH:8]1[C:2]1[S:1][C:5]([CH:25]=[CH:24][CH2:23][CH2:22][CH2:21][CH3:20])=[CH:4][C:3]=1[CH:6]1[O:7][CH2:27][CH2:28][O:29]1.